Dataset: Reaction yield outcomes from USPTO patents with 853,638 reactions. Task: Predict the reaction yield, written as a fraction of the theoretical maximum amount of product (1.0 means a 100% yield; for example, 0.34 means a 34% yield). (1) The product is [F:1][CH:2]([F:11])[O:3][C:4]1[CH:5]=[CH:6][C:7]([NH:10][C:13]2[C:14](=[O:26])[N:15]([CH2:40][C:37]3[CH:38]=[CH:39][C:34]([NH:33][C:32](=[O:42])[O:31][C:27]([CH3:29])([CH3:28])[CH3:30])=[N:35][CH:36]=3)[S:16](=[O:25])(=[O:24])[C:17]=2[C:18]2[CH:23]=[CH:22][CH:21]=[CH:20][CH:19]=2)=[CH:8][CH:9]=1. The reactants are [F:1][CH:2]([F:11])[O:3][C:4]1[CH:9]=[CH:8][C:7]([NH2:10])=[CH:6][CH:5]=1.Cl[C:13]1[C:14](=[O:26])[NH:15][S:16](=[O:25])(=[O:24])[C:17]=1[C:18]1[CH:23]=[CH:22][CH:21]=[CH:20][CH:19]=1.[C:27]([O:31][C:32](=[O:42])[NH:33][C:34]1[CH:39]=[CH:38][C:37]([CH2:40]Br)=[CH:36][N:35]=1)([CH3:30])([CH3:29])[CH3:28].C(=O)([O-])[O-].[K+].[K+]. The yield is 0.130. The catalyst is CN(C=O)C. (2) The reactants are [NH:1]1[CH2:6][CH2:5][O:4][CH2:3][CH2:2]1.[Br:7][C:8]1[CH:13]=[CH:12][C:11]([S:14]([CH3:17])(=[O:16])=[O:15])=[C:10]([N+]([O-])=O)[CH:9]=1. The yield is 0.0870. The product is [Br:7][C:8]1[CH:9]=[CH:10][C:11]([S:14]([CH3:17])(=[O:16])=[O:15])=[C:12]([N:1]2[CH2:6][CH2:5][O:4][CH2:3][CH2:2]2)[CH:13]=1. The catalyst is COCCOC.